Dataset: Forward reaction prediction with 1.9M reactions from USPTO patents (1976-2016). Task: Predict the product of the given reaction. (1) Given the reactants [Cl:1][C:2]1[CH:3]=[C:4]([C:9]2[CH2:15][CH:14]3[N:16](C)[CH:11]([CH2:12][CH2:13]3)[CH:10]=2)[CH:5]=[CH:6][C:7]=1[Cl:8].ClC(OC(Cl)C)=O.[OH-].[Na+], predict the reaction product. The product is: [Cl:1][C:2]1[CH:3]=[C:4]([C:9]2[CH2:10][CH:11]3[NH:16][CH:14]([CH2:13][CH2:12]3)[CH:15]=2)[CH:5]=[CH:6][C:7]=1[Cl:8]. (2) Given the reactants [CH2:1]([O:8][C:9]([NH:11][C@H:12]([C:24]([OH:26])=O)[CH2:13][CH2:14][CH2:15][NH:16][C:17]([O:19][C:20]([CH3:23])([CH3:22])[CH3:21])=[O:18])=[O:10])[C:2]1[CH:7]=[CH:6][CH:5]=[CH:4][CH:3]=1.[NH2:27][CH2:28][CH2:29][CH2:30][C@H:31]([NH:46][C:47](=[O:53])[O:48][C:49]([CH3:52])([CH3:51])[CH3:50])[CH2:32][C:33]([NH:35][CH2:36][CH2:37][NH:38][C:39]([O:41][C:42]([CH3:45])([CH3:44])[CH3:43])=[O:40])=[O:34].C(Cl)CCl.C1C=CC2N(O)N=NC=2C=1, predict the reaction product. The product is: [C:49]([O:48][C:47]([NH:46][C@H:31]([CH2:32][C:33](=[O:34])[NH:35][CH2:36][CH2:37][NH:38][C:39](=[O:40])[O:41][C:42]([CH3:45])([CH3:44])[CH3:43])[CH2:30][CH2:29][CH2:28][NH:27][C:24](=[O:26])[C@@H:12]([NH:11][C:9](=[O:10])[O:8][CH2:1][C:2]1[CH:3]=[CH:4][CH:5]=[CH:6][CH:7]=1)[CH2:13][CH2:14][CH2:15][NH:16][C:17]([O:19][C:20]([CH3:21])([CH3:22])[CH3:23])=[O:18])=[O:53])([CH3:52])([CH3:50])[CH3:51].